Dataset: Reaction yield outcomes from USPTO patents with 853,638 reactions. Task: Predict the reaction yield, written as a fraction of the theoretical maximum amount of product (1.0 means a 100% yield; for example, 0.34 means a 34% yield). (1) The reactants are [CH2:1]([N:8]1[CH2:13][CH2:12][C:11]([N:21]([C:28]2[CH:33]=[CH:32][CH:31]=[CH:30][CH:29]=2)[C:22](=[O:27])[C:23]([F:26])([F:25])[F:24])([C:14]2[CH:19]=[CH:18][CH:17]=[C:16]([CH3:20])[N:15]=2)[CH2:10][CH2:9]1)[C:2]1[CH:7]=[CH:6][CH:5]=[CH:4][CH:3]=1.[C:34]([OH:39])(=[O:38])[C:35]([OH:37])=[O:36]. The catalyst is C(OCC)(=O)C.C(O)(C)C. The product is [C:34]([OH:39])(=[O:38])[C:35]([OH:37])=[O:36].[CH2:1]([N:8]1[CH2:9][CH2:10][C:11]([N:21]([C:28]2[CH:29]=[CH:30][CH:31]=[CH:32][CH:33]=2)[C:22](=[O:27])[C:23]([F:25])([F:26])[F:24])([C:14]2[CH:19]=[CH:18][CH:17]=[C:16]([CH3:20])[N:15]=2)[CH2:12][CH2:13]1)[C:2]1[CH:7]=[CH:6][CH:5]=[CH:4][CH:3]=1. The yield is 0.610. (2) The reactants are [NH2:1][C:2]1[CH:7]=[CH:6][C:5]([CH:8]2[CH2:13][C:12](=[O:14])[NH:11][C:10](=[O:15])[CH2:9]2)=[CH:4][CH:3]=1.C1C(=O)N([Br:23])C(=O)C1. The catalyst is C(Cl)Cl. The product is [NH2:1][C:2]1[CH:3]=[CH:4][C:5]([CH:8]2[CH2:9][C:10](=[O:15])[NH:11][C:12](=[O:14])[CH2:13]2)=[CH:6][C:7]=1[Br:23]. The yield is 0.940. (3) The reactants are Cl.[N:2]1[C:11]2[C:6](=[CH:7][C:8]([NH:12][NH2:13])=[CH:9][CH:10]=2)[CH:5]=[CH:4][CH:3]=1.[CH3:14][C:15]([CH3:22])([CH3:21])[C:16](=O)[CH2:17][C:18]#[N:19].Cl. The catalyst is CCO. The product is [C:15]([C:16]1[CH:17]=[C:18]([NH2:19])[N:12]([C:8]2[CH:7]=[C:6]3[C:11](=[CH:10][CH:9]=2)[N:2]=[CH:3][CH:4]=[CH:5]3)[N:13]=1)([CH3:22])([CH3:21])[CH3:14]. The yield is 0.510. (4) The reactants are C[Si]([C:5]#[N:6])(C)C.[CH2:7](OC1C=C[N+]([O-])=CC=1)[C:8]1[CH:13]=[CH:12][CH:11]=[CH:10][CH:9]=1.[CH3:22][N:23]([CH3:27])C(Cl)=O.[C:28](=O)(O)[O-].[Na+]. The catalyst is C(Cl)Cl. The product is [CH2:11]([C:10]1[CH:9]=[CH:27][N:23]=[C:22]([C:5]#[N:6])[CH:28]=1)[CH2:12][CH2:13][CH2:8][CH3:7]. The yield is 1.00. (5) The reactants are [CH:1]1([CH2:4][O:5][C:6]2[CH:7]=[CH:8][C:9](/[CH:12]=[N:13]/[S@@:14]([C:16]([CH3:19])([CH3:18])[CH3:17])=[O:15])=[N:10][CH:11]=2)[CH2:3][CH2:2]1.[CH3:20][Mg]Br.[Cl-].[NH4+]. The catalyst is ClCCl. The product is [CH:1]1([CH2:4][O:5][C:6]2[CH:7]=[CH:8][C:9]([C@H:12]([NH:13][S@@:14]([C:16]([CH3:19])([CH3:18])[CH3:17])=[O:15])[CH3:20])=[N:10][CH:11]=2)[CH2:3][CH2:2]1. The yield is 0.490. (6) The reactants are [H-].[Na+].[I:3][C:4]1[CH:5]=[N:6][NH:7][CH:8]=1.CS(O[CH:14]1[CH2:23][CH2:22][C:17]2([O:21][CH2:20][CH2:19][O:18]2)[CH2:16][CH2:15]1)(=O)=O.O. The catalyst is CN(C=O)C.CO. The product is [O:18]1[C:17]2([CH2:22][CH2:23][CH:14]([N:6]3[CH:5]=[C:4]([I:3])[CH:8]=[N:7]3)[CH2:15][CH2:16]2)[O:21][CH2:20][CH2:19]1. The yield is 0.660. (7) The reactants are Br[C:2]1[CH:3]=[C:4]2[C:8](=[CH:9][CH:10]=1)[CH2:7][N:6]([C:11]([C:24]1[CH:29]=[CH:28][CH:27]=[CH:26][CH:25]=1)([C:18]1[CH:23]=[CH:22][CH:21]=[CH:20][CH:19]=1)[C:12]1[CH:17]=[CH:16][CH:15]=[CH:14][CH:13]=1)[CH2:5]2.C([Li])CCC.[CH3:35][N:36]1[CH2:41][CH2:40][C:39](=[O:42])[CH2:38][CH2:37]1. The catalyst is C1COCC1. The product is [CH3:35][N:36]1[CH2:41][CH2:40][C:39]([C:2]2[CH:3]=[C:4]3[C:8](=[CH:9][CH:10]=2)[CH2:7][N:6]([C:11]([C:24]2[CH:29]=[CH:28][CH:27]=[CH:26][CH:25]=2)([C:18]2[CH:19]=[CH:20][CH:21]=[CH:22][CH:23]=2)[C:12]2[CH:17]=[CH:16][CH:15]=[CH:14][CH:13]=2)[CH2:5]3)([OH:42])[CH2:38][CH2:37]1. The yield is 0.570.